This data is from Full USPTO retrosynthesis dataset with 1.9M reactions from patents (1976-2016). The task is: Predict the reactants needed to synthesize the given product. (1) The reactants are: [Cl:1][C:2]1[S:6][C:5]([C:7]#[N:8])=[CH:4][C:3]=1[CH2:9][OH:10].CC(OI1(OC(C)=O)(OC(C)=O)OC(=O)C2C=CC=CC1=2)=O. Given the product [Cl:1][C:2]1[S:6][C:5]([C:7]#[N:8])=[CH:4][C:3]=1[CH:9]=[O:10], predict the reactants needed to synthesize it. (2) Given the product [Cl:1][C:2]1[CH:9]=[CH:8][C:5]([CH:6]=[N:11][OH:12])=[CH:4][CH:3]=1, predict the reactants needed to synthesize it. The reactants are: [Cl:1][C:2]1[CH:9]=[CH:8][C:5]([CH:6]=O)=[CH:4][CH:3]=1.Cl.[NH2:11][OH:12]. (3) Given the product [Cl:27][C:24]1[CH:23]=[CH:22][C:21]([NH:20][S:17]([C:14]2[CH:15]=[CH:16][C:11]([O:8][CH2:7][CH2:6][CH2:5][N:4]([CH3:9])[CH3:3])=[CH:12][CH:13]=2)(=[O:19])=[O:18])=[CH:26][CH:25]=1, predict the reactants needed to synthesize it. The reactants are: [H-].[Na+].[CH3:3][N:4]([CH3:9])[CH2:5][CH2:6][CH2:7][OH:8].F[C:11]1[CH:16]=[CH:15][C:14]([S:17]([NH:20][C:21]2[CH:26]=[CH:25][C:24]([Cl:27])=[CH:23][CH:22]=2)(=[O:19])=[O:18])=[CH:13][CH:12]=1. (4) Given the product [N:49]1[C:50]2[C:55](=[CH:54][CH:53]=[CH:52][CH:51]=2)[C:46]([O:45][CH2:44][C:43]2[N:39]3[N:40]=[C:35]([C:32]4[CH:33]=[CH:34][C:29]([OH:28])=[CH:30][CH:31]=4)[CH:36]=[N:37][C:38]3=[N:41][N:42]=2)=[CH:47][CH:48]=1, predict the reactants needed to synthesize it. The reactants are: C1(C2N=NC(NNC(=O)CC3C=C4C(=CC=3)N=CC=C4)=NC=2)C=CC=CC=1.[OH:28][C:29]1[CH:34]=[CH:33][C:32]([C:35]2[N:40]=[N:39][C:38]([NH:41][NH:42][C:43](=O)[CH2:44][O:45][C:46]3[C:55]4[C:50](=[CH:51][CH:52]=[CH:53][CH:54]=4)[N:49]=[CH:48][CH:47]=3)=[N:37][CH:36]=2)=[CH:31][CH:30]=1. (5) The reactants are: C[O:2][C:3](=O)[C@@H:4]1[C@H:9]([O:10][Si:11]([C:14]([CH3:17])([CH3:16])[CH3:15])([CH3:13])[CH3:12])[CH2:8][CH2:7][CH2:6][N:5]1[C:18]([O:20][C:21]([CH3:24])([CH3:23])[CH3:22])=[O:19]. Given the product [C:21]([O:20][C:18]([N:5]1[CH2:6][CH2:7][CH2:8][C@@H:9]([O:10][Si:11]([C:14]([CH3:17])([CH3:16])[CH3:15])([CH3:13])[CH3:12])[C@@H:4]1[CH2:3][OH:2])=[O:19])([CH3:24])([CH3:23])[CH3:22], predict the reactants needed to synthesize it. (6) Given the product [Br:1][C:2]1[C:7]([CH3:8])=[CH:6][C:5]([N+:9]([O-:11])=[O:10])=[CH:4][C:3]=1[CH2:12][C:13]([O:15][CH3:21])=[O:14], predict the reactants needed to synthesize it. The reactants are: [Br:1][C:2]1[C:7]([CH3:8])=[CH:6][C:5]([N+:9]([O-:11])=[O:10])=[CH:4][C:3]=1[CH2:12][C:13]([OH:15])=[O:14].S(=O)(=O)(O)O.[CH3:21]O.